From a dataset of Peptide-MHC class II binding affinity with 134,281 pairs from IEDB. Regression. Given a peptide amino acid sequence and an MHC pseudo amino acid sequence, predict their binding affinity value. This is MHC class II binding data. (1) The MHC is DRB1_0401 with pseudo-sequence DRB1_0401. The binding affinity (normalized) is 0.329. The peptide sequence is ACKVAATAANAAPAN. (2) The peptide sequence is PEDSALLEDPAG. The MHC is DRB1_1101 with pseudo-sequence DRB1_1101. The binding affinity (normalized) is 0. (3) The peptide sequence is AFKVAATAAQAAPAN. The MHC is DRB1_0802 with pseudo-sequence DRB1_0802. The binding affinity (normalized) is 0.780. (4) The peptide sequence is PIYIVTPTNASHIQS. The MHC is DRB1_0405 with pseudo-sequence DRB1_0405. The binding affinity (normalized) is 0.593.